This data is from Reaction yield outcomes from USPTO patents with 853,638 reactions. The task is: Predict the reaction yield, written as a fraction of the theoretical maximum amount of product (1.0 means a 100% yield; for example, 0.34 means a 34% yield). (1) The reactants are [CH3:1][N:2]([CH3:26])[C:3]([C:5]1[CH:17]=[C:16]([O:18]CC2C=CC=CC=2)[C:8]2[N:9]=[C:10]([CH:13]([CH3:15])[CH3:14])[N:11]([CH3:12])[C:7]=2[CH:6]=1)=[O:4].C(O)(=O)C. The catalyst is CO.[Pd]. The product is [CH3:26][N:2]([CH3:1])[C:3]([C:5]1[CH:17]=[C:16]([OH:18])[C:8]2[N:9]=[C:10]([CH:13]([CH3:15])[CH3:14])[N:11]([CH3:12])[C:7]=2[CH:6]=1)=[O:4]. The yield is 1.00. (2) The reactants are [C:1]([O:5][C:6]([N:8]([CH2:10][C:11]1[CH:20]=[CH:19][C:14]([C:15]([O:17]C)=[O:16])=[CH:13][CH:12]=1)[CH3:9])=[O:7])([CH3:4])([CH3:3])[CH3:2].[OH-].[Na+]. The catalyst is CCO. The product is [C:1]([O:5][C:6]([N:8]([CH2:10][C:11]1[CH:12]=[CH:13][C:14]([C:15]([OH:17])=[O:16])=[CH:19][CH:20]=1)[CH3:9])=[O:7])([CH3:4])([CH3:2])[CH3:3]. The yield is 0.750. (3) The reactants are [F:1][C:2]1[C:7]([O:8][CH:9]([CH3:11])[CH3:10])=[CH:6][CH:5]=[C:4]([F:12])[C:3]=1[OH:13].[CH2:14]([O:16][C:17](=[O:21])[C:18]#[C:19][CH3:20])[CH3:15].N12CCCN=C1CCCCC2. The catalyst is O1CCCC1. The product is [CH2:14]([O:16][C:17](=[O:21])/[CH:18]=[C:19](/[O:13][C:3]1[C:4]([F:12])=[CH:5][CH:6]=[C:7]([O:8][CH:9]([CH3:11])[CH3:10])[C:2]=1[F:1])\[CH3:20])[CH3:15]. The yield is 0.750.